Dataset: Catalyst prediction with 721,799 reactions and 888 catalyst types from USPTO. Task: Predict which catalyst facilitates the given reaction. Reactant: [N+:1]([C:4]1[CH:9]=[CH:8][CH:7]=[CH:6][C:5]=1[OH:10])([O-:3])=[O:2].[CH2:11](Br)[CH:12]=[CH2:13].C([O-])([O-])=O.[K+].[K+]. Product: [CH2:13]([O:10][C:5]1[CH:6]=[CH:7][CH:8]=[CH:9][C:4]=1[N+:1]([O-:3])=[O:2])[CH:12]=[CH2:11]. The catalyst class is: 21.